Dataset: Forward reaction prediction with 1.9M reactions from USPTO patents (1976-2016). Task: Predict the product of the given reaction. (1) Given the reactants [CH3:1][N:2]1[C:7]2[N:8]([CH3:15])[CH:9]=[C:10]([CH2:11][C:12]([OH:14])=O)[C:6]=2[C:5](=[O:16])[N:4]([CH3:17])[C:3]1=[O:18].[CH3:19][C:20]([CH3:38])([CH3:37])[CH2:21][O:22][C:23]1[C:28]([F:29])=[CH:27][C:26]([C:30]2[N:31]=[C:32]([NH2:35])[S:33][CH:34]=2)=[CH:25][C:24]=1[F:36].CCN=C=NCCCN(C)C.Cl.C1C=CC2N(O)N=NC=2C=1, predict the reaction product. The product is: [F:36][C:24]1[CH:25]=[C:26]([C:30]2[N:31]=[C:32]([NH:35][C:12](=[O:14])[CH2:11][C:10]3[C:6]4[C:5](=[O:16])[N:4]([CH3:17])[C:3](=[O:18])[N:2]([CH3:1])[C:7]=4[N:8]([CH3:15])[CH:9]=3)[S:33][CH:34]=2)[CH:27]=[C:28]([F:29])[C:23]=1[O:22][CH2:21][C:20]([CH3:38])([CH3:37])[CH3:19]. (2) Given the reactants [Cl:1][C:2]1[CH:7]=[C:6]([Cl:8])[CH:5]=[CH:4][C:3]=1[C:9]1[C:14]([NH:15][C:16]([C:18]2[CH:26]=[CH:25][CH:24]=[CH:23][C:19]=2[C:20]([OH:22])=O)=[O:17])=[CH:13][N:12]=[C:11]([NH:27][CH2:28][CH2:29][NH:30][C:31]2[CH:36]=[CH:35][C:34]([N+:37]([O-:39])=[O:38])=[CH:33][N:32]=2)[N:10]=1, predict the reaction product. The product is: [Cl:1][C:2]1[CH:7]=[C:6]([Cl:8])[CH:5]=[CH:4][C:3]=1[C:9]1[C:14]([N:15]2[C:16](=[O:17])[C:18]3[C:19](=[CH:23][CH:24]=[CH:25][CH:26]=3)[C:20]2=[O:22])=[CH:13][N:12]=[C:11]([NH:27][CH2:28][CH2:29][NH:30][C:31]2[CH:36]=[CH:35][C:34]([N+:37]([O-:39])=[O:38])=[CH:33][N:32]=2)[N:10]=1. (3) The product is: [Cl:1][C:2]1[CH:3]=[N:4][C:5]([N:11]2[CH2:12][CH:13]([NH:15][C:16]3[CH:21]=[CH:20][C:19]([F:22])=[CH:18][C:17]=3[F:23])[CH2:14]2)=[C:6]([CH:10]=1)[C:7]([NH:48][C:49]1([C:52]2[CH:61]=[CH:60][C:55]([C:56]([O:58][CH3:59])=[O:57])=[CH:54][CH:53]=2)[CH2:51][CH2:50]1)=[O:8]. Given the reactants [Cl:1][C:2]1[CH:3]=[N:4][C:5]([N:11]2[CH2:14][CH:13]([NH:15][C:16]3[CH:21]=[CH:20][C:19]([F:22])=[CH:18][C:17]=3[F:23])[CH2:12]2)=[C:6]([CH:10]=1)[C:7](O)=[O:8].O.ON1C2C=CC=CC=2N=N1.Cl.C(N=C=NCCCN(C)C)C.Cl.[NH2:48][C:49]1([C:52]2[CH:61]=[CH:60][C:55]([C:56]([O:58][CH3:59])=[O:57])=[CH:54][CH:53]=2)[CH2:51][CH2:50]1.C(N(CC)CC)C, predict the reaction product. (4) Given the reactants Br[C:2]1[CH:7]=[CH:6][N:5]=[C:4]([N:8]2[C:15]3[C@H:14]4[CH2:16][C@H:13]4[CH2:12][C:11]=3[C:10]([C:17]([OH:19])=[O:18])=[N:9]2)[CH:3]=1.[H-].[Na+].O.Cl.C[C:25]([N:27](C)C)=O, predict the reaction product. The product is: [C:25]([C:2]1[CH:7]=[CH:6][N:5]=[C:4]([N:8]2[C:15]3[C@H:14]4[CH2:16][C@H:13]4[CH2:12][C:11]=3[C:10]([C:17]([OH:19])=[O:18])=[N:9]2)[CH:3]=1)#[N:27].